This data is from Forward reaction prediction with 1.9M reactions from USPTO patents (1976-2016). The task is: Predict the product of the given reaction. (1) Given the reactants [NH2:1][C:2]1[CH:9]=[CH:8][C:5]([CH2:6][OH:7])=[CH:4][CH:3]=1.[Br:10][C:11]1[CH:12]=[N:13][C:14](Cl)=[N:15][CH:16]=1.[I-].[Na+].C(N(C(C)C)CC)(C)C, predict the reaction product. The product is: [Br:10][C:11]1[CH:12]=[N:13][C:14]([NH:1][C:2]2[CH:9]=[CH:8][C:5]([CH2:6][OH:7])=[CH:4][CH:3]=2)=[N:15][CH:16]=1. (2) Given the reactants [NH2:1][C:2]1[CH:7]=[CH:6][C:5]([N:8]2[CH2:13][CH2:12][N:11](C(OC(C)(C)C)=O)[CH2:10][CH2:9]2)=[CH:4][C:3]=1[NH:21][S:22]([C:25]1[CH:30]=[CH:29][CH:28]=[CH:27][CH:26]=1)(=[O:24])=[O:23].[CH:31]([S:39](Cl)(=[O:41])=[O:40])=[CH:32][C:33]1[CH:38]=[CH:37][CH:36]=[CH:35][CH:34]=1, predict the reaction product. The product is: [C:33]1(/[CH:32]=[CH:31]/[S:39]([NH:1][C:2]2[CH:7]=[CH:6][C:5]([N:8]3[CH2:13][CH2:12][NH:11][CH2:10][CH2:9]3)=[CH:4][C:3]=2[NH:21][S:22]([C:25]2[CH:30]=[CH:29][CH:28]=[CH:27][CH:26]=2)(=[O:24])=[O:23])(=[O:41])=[O:40])[CH:38]=[CH:37][CH:36]=[CH:35][CH:34]=1. (3) Given the reactants [CH3:1][CH:2]1[NH:7][CH:6]([C:8]2[CH:13]=[CH:12][CH:11]=[CH:10][CH:9]=2)[CH:5]([NH2:14])[CH2:4][CH2:3]1.C[C@H]1N[C@H](C2C=CC=CC=2)[C@H](N)CC1.[CH3:29][O:30][C:31]1[CH:40]=[C:39]2[C:34]([N:35]([CH3:43])[C:36](=[O:42])[CH:37]3[CH2:41][CH:38]32)=[CH:33][C:32]=1[CH:44]=O, predict the reaction product. The product is: [CH3:29][O:30][C:31]1[CH:40]=[C:39]2[C:34]([N:35]([CH3:43])[C:36](=[O:42])[CH:37]3[CH2:41][CH:38]32)=[CH:33][C:32]=1[CH2:44][NH:14][CH:5]1[CH2:4][CH2:3][CH:2]([CH3:1])[NH:7][CH:6]1[C:8]1[CH:13]=[CH:12][CH:11]=[CH:10][CH:9]=1. (4) The product is: [CH3:19][NH:20][C:2]1[N:7]=[CH:6][C:5]([O:8][CH2:9][CH2:10][NH:11][C:12](=[O:18])[O:13][C:14]([CH3:17])([CH3:16])[CH3:15])=[CH:4][CH:3]=1. Given the reactants Br[C:2]1[N:7]=[CH:6][C:5]([O:8][CH2:9][CH2:10][NH:11][C:12](=[O:18])[O:13][C:14]([CH3:17])([CH3:16])[CH3:15])=[CH:4][CH:3]=1.[CH3:19][NH2:20], predict the reaction product. (5) Given the reactants [Cl:1][C:2]1[CH:27]=[CH:26][C:5]2[N:6]([CH2:17][C:18]3[CH:23]=[CH:22][C:21]([O:24][CH3:25])=[CH:20][CH:19]=3)[C:7](=[O:16])[CH2:8][N:9]=[C:10]([C:11]3[CH:12]=[N:13][NH:14][CH:15]=3)[C:4]=2[CH:3]=1.CC([O-])(C)C.[K+].Br[CH2:35][C:36]1[CH:45]=[CH:44][C:43]2[C:38](=[CH:39][CH:40]=[CH:41][CH:42]=2)[CH:37]=1, predict the reaction product. The product is: [Cl:1][C:2]1[CH:27]=[CH:26][C:5]2[N:6]([CH2:17][C:18]3[CH:23]=[CH:22][C:21]([O:24][CH3:25])=[CH:20][CH:19]=3)[C:7](=[O:16])[CH:8]([CH2:35][C:36]3[CH:45]=[CH:44][C:43]4[C:38](=[CH:39][CH:40]=[CH:41][CH:42]=4)[CH:37]=3)[N:9]=[C:10]([C:11]3[CH:15]=[N:14][NH:13][CH:12]=3)[C:4]=2[CH:3]=1. (6) Given the reactants [Cl:1][C:2]1[N:7]=[C:6]([C:8]2[CH:9]=[C:10]([C:15]([F:18])([F:17])[F:16])[C:11]([NH2:14])=[N:12][CH:13]=2)[CH:5]=[C:4](Cl)[N:3]=1.Cl.[C@H:21]12[CH2:27][C@H:24]([NH:25][CH2:26]1)[CH2:23][N:22]2[C:28]([O:30][C:31]([CH3:34])([CH3:33])[CH3:32])=[O:29].C(N(C(C)C)C(C)C)C.O, predict the reaction product. The product is: [NH2:14][C:11]1[N:12]=[CH:13][C:8]([C:6]2[N:7]=[C:2]([Cl:1])[N:3]=[C:4]([N:25]3[CH2:26][C@@H:21]4[CH2:27][C@H:24]3[CH2:23][N:22]4[C:28]([O:30][C:31]([CH3:34])([CH3:33])[CH3:32])=[O:29])[CH:5]=2)=[CH:9][C:10]=1[C:15]([F:18])([F:17])[F:16].